Dataset: Reaction yield outcomes from USPTO patents with 853,638 reactions. Task: Predict the reaction yield, written as a fraction of the theoretical maximum amount of product (1.0 means a 100% yield; for example, 0.34 means a 34% yield). The reactants are [CH2:1]([N:4]1[C:10](=[O:11])[C:9]2[CH:12]=[CH:13][CH:14]=[CH:15][C:8]=2[O:7][C:6]2[CH:16]=[CH:17][CH:18]=[CH:19][C:5]1=2)[C:2]#[CH:3].I[C:21]1[CH:30]=[CH:29][C:24]([C:25]([O:27][CH3:28])=[O:26])=[CH:23][CH:22]=1.C(N(CC)CC)C.C(OCC)(=O)C. The catalyst is C(#N)C.[Cu](I)I.Cl[Pd](Cl)([P](C1C=CC=CC=1)(C1C=CC=CC=1)C1C=CC=CC=1)[P](C1C=CC=CC=1)(C1C=CC=CC=1)C1C=CC=CC=1. The product is [O:11]=[C:10]1[C:9]2[CH:12]=[CH:13][CH:14]=[CH:15][C:8]=2[O:7][C:6]2[CH:16]=[CH:17][CH:18]=[CH:19][C:5]=2[N:4]1[CH2:1][C:2]#[C:3][C:21]1[CH:30]=[CH:29][C:24]([C:25]([O:27][CH3:28])=[O:26])=[CH:23][CH:22]=1. The yield is 0.600.